From a dataset of Catalyst prediction with 721,799 reactions and 888 catalyst types from USPTO. Predict which catalyst facilitates the given reaction. (1) Reactant: [NH2:1][C:2]1[CH:7]=[CH:6][CH:5]=[CH:4][C:3]=1[N:8]1[CH2:13][CH2:12][N:11]([C:14]([O:16][C:17]([CH3:20])([CH3:19])[CH3:18])=[O:15])[CH2:10][CH2:9]1.[CH3:21][S:22](Cl)(=[O:24])=[O:23].CCN(C(C)C)C(C)C. Product: [CH3:21][S:22]([NH:1][C:2]1[CH:7]=[CH:6][CH:5]=[CH:4][C:3]=1[N:8]1[CH2:13][CH2:12][N:11]([C:14]([O:16][C:17]([CH3:20])([CH3:19])[CH3:18])=[O:15])[CH2:10][CH2:9]1)(=[O:24])=[O:23]. The catalyst class is: 17. (2) Reactant: [F:1][C@H:2]1[C@@H:8]([OH:9])[CH2:7][CH2:6][N:5]([C:10]([O:12][C:13]([CH3:16])([CH3:15])[CH3:14])=[O:11])[CH2:4][CH2:3]1.[N+:17]([C:20]1[CH:25]=[CH:24][C:23]([S:26](Cl)(=[O:28])=[O:27])=[CH:22][CH:21]=1)([O-:19])=[O:18].CCN(CC)CC. Product: [F:1][C@H:2]1[C@@H:8]([O:9][S:26]([C:23]2[CH:22]=[CH:21][C:20]([N+:17]([O-:19])=[O:18])=[CH:25][CH:24]=2)(=[O:27])=[O:28])[CH2:7][CH2:6][N:5]([C:10]([O:12][C:13]([CH3:16])([CH3:15])[CH3:14])=[O:11])[CH2:4][CH2:3]1. The catalyst class is: 2. (3) Reactant: Br[CH2:2][C:3]1[CH:8]=[CH:7][C:6]([C:9]([F:12])([F:11])[F:10])=[CH:5][CH:4]=1.[OH:13][C:14]1[C:21]([CH3:22])=[CH:20][C:17]([CH:18]=[O:19])=[CH:16][C:15]=1[CH3:23].C([O-])([O-])=O.[K+].[K+]. Product: [CH3:23][C:15]1[CH:16]=[C:17]([CH:20]=[C:21]([CH3:22])[C:14]=1[O:13][CH2:2][C:3]1[CH:8]=[CH:7][C:6]([C:9]([F:12])([F:11])[F:10])=[CH:5][CH:4]=1)[CH:18]=[O:19]. The catalyst class is: 3. (4) Reactant: [F:1][C:2]1[CH:10]=[C:9]([F:11])[CH:8]=[C:7]2[C:3]=1[CH:4]=[N:5][N:6]2[CH3:12].[Cl:13][C:14]1[CH:15]=[CH:16][C:17]2[N:18]([C:20]([C:23](=[O:25])[CH3:24])=[CH:21][N:22]=2)[N:19]=1. Product: [Cl:13][C:14]1[CH:15]=[CH:16][C:17]2[N:18]([C:20]([C:23]([C:10]3[C:2]([F:1])=[C:3]4[C:7](=[CH:8][C:9]=3[F:11])[N:6]([CH3:12])[N:5]=[CH:4]4)([OH:25])[CH3:24])=[CH:21][N:22]=2)[N:19]=1. The catalyst class is: 1. (5) Reactant: [NH2:1][C:2]1[C:7]([C:8]([F:11])([F:10])[F:9])=[CH:6][C:5]([CH2:12][C@@H:13]([O:34][C:35]([N:37]2[CH2:42][CH2:41][CH:40]([N:43]3[CH2:49][CH2:48][C:47]4[CH:50]=[CH:51][CH:52]=[CH:53][C:46]=4[NH:45][C:44]3=[O:54])[CH2:39][CH2:38]2)=[O:36])[C:14]([N:16]2[CH2:21][CH2:20][N:19]([CH:22]3[CH2:27][CH2:26][N:25]([CH2:28][C:29]([O:31][CH2:32][CH3:33])=[O:30])[CH2:24][CH2:23]3)[CH2:18][CH2:17]2)=[O:15])=[CH:4][C:3]=1[Cl:55].[S:56](=[O:60])(=[O:59])([OH:58])[OH:57]. Product: [S:56]([OH:60])([OH:59])(=[O:58])=[O:57].[NH2:1][C:2]1[C:7]([C:8]([F:9])([F:11])[F:10])=[CH:6][C:5]([CH2:12][C@@H:13]([O:34][C:35]([N:37]2[CH2:38][CH2:39][CH:40]([N:43]3[CH2:49][CH2:48][C:47]4[CH:50]=[CH:51][CH:52]=[CH:53][C:46]=4[NH:45][C:44]3=[O:54])[CH2:41][CH2:42]2)=[O:36])[C:14]([N:16]2[CH2:17][CH2:18][N:19]([CH:22]3[CH2:23][CH2:24][N:25]([CH2:28][C:29]([O:31][CH2:32][CH3:33])=[O:30])[CH2:26][CH2:27]3)[CH2:20][CH2:21]2)=[O:15])=[CH:4][C:3]=1[Cl:55]. The catalyst class is: 8. (6) Reactant: [O:1]1[CH2:6][CH2:5][N:4]([C:7](=[O:26])[CH2:8][C@@H:9]2[CH2:18][C:17]3[C:12](=[CH:13][CH:14]=[CH:15][CH:16]=3)[CH2:11][N:10]2C(OC(C)(C)C)=O)[CH2:3][CH2:2]1.[ClH:27]. Product: [ClH:27].[N:4]1([C:7](=[O:26])[CH2:8][C@@H:9]2[CH2:18][C:17]3[C:12](=[CH:13][CH:14]=[CH:15][CH:16]=3)[CH2:11][NH:10]2)[CH2:5][CH2:6][O:1][CH2:2][CH2:3]1. The catalyst class is: 363. (7) Reactant: [Cl:1][C:2]1[CH:7]=[C:6](B(O)O)[C:5]([Cl:11])=[CH:4][N:3]=1.Br[C:13]1[C:18]([CH3:19])=[CH:17][C:16]([CH3:20])=[CH:15][N:14]=1. Product: [Cl:1][C:2]1[CH:7]=[C:6]([C:13]2[C:18]([CH3:19])=[CH:17][C:16]([CH3:20])=[CH:15][N:14]=2)[C:5]([Cl:11])=[CH:4][N:3]=1. The catalyst class is: 38.